Dataset: Forward reaction prediction with 1.9M reactions from USPTO patents (1976-2016). Task: Predict the product of the given reaction. (1) Given the reactants [C:1]([N:4]1[CH2:9][CH2:8][CH:7]([N:10]([CH:22]2[CH2:27][CH2:26][CH2:25][CH2:24][CH2:23]2)[C:11]([NH:13][C:14]2[S:15][C:16]([S:19][C:20]#N)=[CH:17][N:18]=2)=[O:12])[CH2:6][CH2:5]1)(=[O:3])[CH3:2].SC[C@@H]([C@@H](CS)O)O.[N:36](=[CH:44]CCl)[CH2:37][CH2:38][CH2:39][CH2:40][CH2:41][CH2:42]Cl, predict the reaction product. The product is: [C:1]([N:4]1[CH2:9][CH2:8][CH:7]([N:10]([CH:22]2[CH2:23][CH2:24][CH2:25][CH2:26][CH2:27]2)[C:11]([NH:13][C:14]2[S:15][C:16]([S:19][CH2:20][CH2:44][N:36]3[CH2:37][CH2:38][CH2:39][CH2:40][CH2:41][CH2:42]3)=[CH:17][N:18]=2)=[O:12])[CH2:6][CH2:5]1)(=[O:3])[CH3:2]. (2) The product is: [ClH:16].[CH3:15][C@H:9]1[CH2:10][O:11][CH2:12][C@H:13]([CH3:14])[NH:8]1. Given the reactants C(OC([N:8]1[C@@H:13]([CH3:14])[CH2:12][O:11][CH2:10][C@@H:9]1[CH3:15])=O)(C)(C)C.[Cl:16]CCl, predict the reaction product. (3) Given the reactants [OH:1][C:2]1[NH:6][CH:5]=[N:4][C:3]=1[C:7]([NH2:9])=[O:8].O.[CH3:11][S:12]([OH:15])(=[O:14])=[O:13], predict the reaction product. The product is: [CH3:11][S:12]([O-:15])(=[O:14])=[O:13].[OH:1][C:2]1[NH:6][CH:5]=[N:4][C:3]=1[C:7]([NH2:9])=[O:8]. (4) Given the reactants [CH2:1]([O:3][CH:4]([O:18][CH2:19][CH3:20])[CH2:5][N:6]1[C:10]([NH2:11])=[CH:9][C:8]([C:12]2[CH:17]=[N:16][CH:15]=[CH:14][N:13]=2)=[N:7]1)[CH3:2].Br[C:22]1[CH:27]=[C:26]([N+:28]([O-:30])=[O:29])[CH:25]=[CH:24][C:23]=1[CH3:31], predict the reaction product. The product is: [CH2:19]([O:18][CH:4]([O:3][CH2:1][CH3:2])[CH2:5][N:6]1[C:10]([NH:11][C:22]2[CH:27]=[C:26]([N+:28]([O-:30])=[O:29])[CH:25]=[CH:24][C:23]=2[CH3:31])=[CH:9][C:8]([C:12]2[CH:17]=[N:16][CH:15]=[CH:14][N:13]=2)=[N:7]1)[CH3:20]. (5) Given the reactants [NH2:1][C:2]1[CH:3]=[CH:4][C:5]([Cl:11])=[C:6]([CH:10]=1)[C:7]([OH:9])=[O:8].[S:12]1[CH:16]=[CH:15][CH:14]=[C:13]1[C:17](Cl)=[O:18], predict the reaction product. The product is: [Cl:11][C:5]1[CH:4]=[CH:3][C:2]([NH:1][C:17]([C:13]2[S:12][CH:16]=[CH:15][CH:14]=2)=[O:18])=[CH:10][C:6]=1[C:7]([OH:9])=[O:8]. (6) Given the reactants [OH:1][C:2]1[CH:3]=[N:4][C:5](C2C=C(C=CC=2)CC2C(=O)C=CN(C3C=NN(C)C=3)N=2)=[N:6][CH:7]=1.[OH-].[K+].CC#N.Cl[C:34]([F:44])([F:43])C(C1C=CC=CC=1)=O, predict the reaction product. The product is: [F:43][CH:34]([F:44])[O:1][C:2]1[CH:3]=[N:4][CH:5]=[N:6][CH:7]=1. (7) Given the reactants FC(F)(F)S(OS(C(F)(F)F)(=O)=O)(=O)=O.[CH3:16][O:17][C:18]1[N:23]=[CH:22][C:21]([N:24]2[C:28]([C:29]3[CH:34]=[CH:33][CH:32]=[CH:31][N:30]=3)=[CH:27][C:26]([C:35]([N:37]3[CH2:41][CH2:40][CH2:39][NH:38]3)=[O:36])=[N:25]2)=[CH:20][CH:19]=1.[C:42](=O)([O-])[OH:43].[Na+].C(OCC)(=O)C, predict the reaction product. The product is: [CH3:16][O:17][C:18]1[N:23]=[CH:22][C:21]([N:24]2[C:28]([C:29]3[CH:34]=[CH:33][CH:32]=[CH:31][N:30]=3)=[CH:27][C:26]([C:35]([N:37]3[CH2:41][CH2:40][CH2:39][N:38]3[CH:42]=[O:43])=[O:36])=[N:25]2)=[CH:20][CH:19]=1. (8) Given the reactants [CH2:1]([N:8]1[CH:12]=[CH:11][C:10]([C:13]([OH:15])=O)=[C:9]1[CH:16]([CH3:18])[CH3:17])[C:2]1[CH:7]=[CH:6][CH:5]=[CH:4][CH:3]=1.CCN=C=NCCCN(C)C.[F:30][C:31]1[CH:32]=[C:33]([CH:36]=[CH:37][C:38]=1[F:39])[CH2:34][NH2:35], predict the reaction product. The product is: [F:30][C:31]1[CH:32]=[C:33]([CH:36]=[CH:37][C:38]=1[F:39])[CH2:34][NH:35][C:13]([C:10]1[CH:11]=[CH:12][N:8]([CH2:1][C:2]2[CH:3]=[CH:4][CH:5]=[CH:6][CH:7]=2)[C:9]=1[CH:16]([CH3:18])[CH3:17])=[O:15]. (9) Given the reactants [OH:1][CH:2]1[C:11]2([CH2:16][CH2:15][N:14]([C:17]([C:19]3[CH:24]=[CH:23][C:22]([O:25][CH:26]([CH3:28])[CH3:27])=[C:21]([O:29][CH3:30])[CH:20]=3)=[O:18])[CH2:13][CH2:12]2)[O:10][C:9]2[C:4](=[CH:5][CH:6]=[CH:7][CH:8]=2)[CH2:3]1.[H-].[Na+].I[CH3:34], predict the reaction product. The product is: [CH:26]([O:25][C:22]1[CH:23]=[CH:24][C:19]([C:17]([N:14]2[CH2:15][CH2:16][C:11]3([CH:2]([O:1][CH3:34])[CH2:3][C:4]4[C:9](=[CH:8][CH:7]=[CH:6][CH:5]=4)[O:10]3)[CH2:12][CH2:13]2)=[O:18])=[CH:20][C:21]=1[O:29][CH3:30])([CH3:27])[CH3:28].